Task: Predict the product of the given reaction.. Dataset: Forward reaction prediction with 1.9M reactions from USPTO patents (1976-2016) (1) Given the reactants OC1C2N=NNC=2C=CC=1.C(N(C(C)C)CC)(C)C.Cl.CN(C)CCCN=C=NCC.Cl.[NH2:33][CH:34]1[C:40](=[O:41])[N:39]([CH3:42])[C:38]2[CH:43]=[CH:44][CH:45]=[CH:46][C:37]=2[C:36]2[CH:47]=[CH:48][CH:49]=[CH:50][C:35]1=2.[C:51](O)(=[O:55])[C@H:52]([CH3:54])[OH:53], predict the reaction product. The product is: [OH:53][C@@H:52]([CH3:54])[C:51]([NH:33][CH:34]1[C:40](=[O:41])[N:39]([CH3:42])[C:38]2[CH:43]=[CH:44][CH:45]=[CH:46][C:37]=2[C:36]2[CH:47]=[CH:48][CH:49]=[CH:50][C:35]1=2)=[O:55]. (2) Given the reactants [OH:1][C@H:2]([CH2:18][OH:19])[CH2:3][CH2:4][N:5]1[C:10](=[O:11])[CH:9]=[N:8][C:7]2[CH:12]=[CH:13][C:14]([O:16][CH3:17])=[N:15][C:6]1=2.C(N(CC)CC)C.CN(C1C=CC=CN=1)C.[C:36]1([CH3:46])[CH:41]=[CH:40][C:39]([S:42](Cl)(=[O:44])=[O:43])=[CH:38][CH:37]=1, predict the reaction product. The product is: [CH3:46][C:36]1[CH:41]=[CH:40][C:39]([S:42]([O:19][CH2:18][C@@H:2]([OH:1])[CH2:3][CH2:4][N:5]2[C:10](=[O:11])[CH:9]=[N:8][C:7]3[CH:12]=[CH:13][C:14]([O:16][CH3:17])=[N:15][C:6]2=3)(=[O:44])=[O:43])=[CH:38][CH:37]=1. (3) The product is: [N+:21]([C:18]1[CH:19]=[CH:20][C:15]([CH2:14][O:13][C:11]([NH:7][CH2:6][CH2:5][CH2:4][CH2:3][CH2:2][C:1]([OH:8])=[O:9])=[O:12])=[CH:16][CH:17]=1)([O-:23])=[O:22]. Given the reactants [C:1]1(=[O:8])[NH:7][CH2:6][CH2:5][CH2:4][CH2:3][CH2:2]1.[OH2:9].Cl[C:11]([O:13][CH2:14][C:15]1[CH:20]=[CH:19][C:18]([N+:21]([O-:23])=[O:22])=[CH:17][CH:16]=1)=[O:12], predict the reaction product. (4) Given the reactants [NH2:1][C:2]1[N:25]=[CH:24][CH:23]=[CH:22][C:3]=1[C:4]([NH:6][CH2:7][C:8]1[CH:13]=[CH:12][C:11]([O:14][CH2:15][C:16]2[CH:21]=[CH:20][CH:19]=[CH:18][CH:17]=2)=[CH:10][CH:9]=1)=O.COC1C=CC(P2(=S)SP(=S)(C3C=CC(OC)=CC=3)[S:35]2)=CC=1, predict the reaction product. The product is: [NH2:1][C:2]1[N:25]=[CH:24][CH:23]=[CH:22][C:3]=1[C:4]([NH:6][CH2:7][C:8]1[CH:13]=[CH:12][C:11]([O:14][CH2:15][C:16]2[CH:21]=[CH:20][CH:19]=[CH:18][CH:17]=2)=[CH:10][CH:9]=1)=[S:35]. (5) Given the reactants [C@@H:1]1([O:12][C:13]2[C:17]([CH2:18][C:19]3[CH:24]=[CH:23][C:22]([O:25][CH3:26])=[CH:21][CH:20]=3)=[C:16]([CH3:27])[NH:15][N:14]=2)[O:9][C@H:8]([CH2:10][OH:11])[C@@H:6]([OH:7])[C@H:4]([OH:5])[C@H:2]1[OH:3].I[CH2:29][CH3:30], predict the reaction product. The product is: [CH2:29]([N:15]1[C:16]([CH3:27])=[C:17]([CH2:18][C:19]2[CH:24]=[CH:23][C:22]([O:25][CH3:26])=[CH:21][CH:20]=2)[C:13]([O:12][C@@H:1]2[O:9][C@H:8]([CH2:10][OH:11])[C@@H:6]([OH:7])[C@H:4]([OH:5])[C@H:2]2[OH:3])=[N:14]1)[CH3:30].